From a dataset of Forward reaction prediction with 1.9M reactions from USPTO patents (1976-2016). Predict the product of the given reaction. (1) Given the reactants C([O:3][C:4]([CH2:6][CH2:7][C:8]1[C:13]([O:14][CH2:15][CH2:16][CH2:17][C:18]([O:20]CC)=[O:19])=[CH:12][CH:11]=[CH:10][C:9]=1[CH2:23][CH2:24][CH2:25][CH2:26][CH2:27][CH2:28][O:29][C:30]1[CH:31]=[C:32]([C:43]([OH:45])=O)[CH:33]=[C:34]([C:36]2[CH:41]=[CH:40][CH:39]=[C:38]([F:42])[CH:37]=2)[CH:35]=1)=[O:5])C.[CH3:46][NH2:47], predict the reaction product. The product is: [C:4]([CH2:6][CH2:7][C:8]1[C:9]([CH2:23][CH2:24][CH2:25][CH2:26][CH2:27][CH2:28][O:29][C:30]2[CH:35]=[C:34]([C:36]3[CH:41]=[CH:40][CH:39]=[C:38]([F:42])[CH:37]=3)[CH:33]=[C:32]([C:43](=[O:45])[NH:47][CH3:46])[CH:31]=2)=[CH:10][CH:11]=[CH:12][C:13]=1[O:14][CH2:15][CH2:16][CH2:17][C:18]([OH:20])=[O:19])([OH:3])=[O:5]. (2) Given the reactants [OH:1][C:2]1[CH:11]=[CH:10][C:9]([N+:12]([O-:14])=[O:13])=[CH:8][C:3]=1[C:4](OC)=[O:5].O.[NH2:16][NH2:17], predict the reaction product. The product is: [OH:1][C:2]1[CH:11]=[CH:10][C:9]([N+:12]([O-:14])=[O:13])=[CH:8][C:3]=1[C:4]([NH:16][NH2:17])=[O:5]. (3) Given the reactants [NH2:1][CH2:2][C@@H:3]1[C@@H:11]([C@@:12]2([CH3:21])[CH2:17][CH2:16][C@H:15]([OH:18])[CH2:14][C@@H:13]2[CH2:19][OH:20])[CH2:10][CH2:9][C@@:8]2([CH3:22])[C@H:4]1[CH2:5][CH2:6][C:7]2=[CH2:23].[C:24]1([CH3:32])[CH:29]=[CH:28][CH:27]=[C:26]([CH:30]=O)[CH:25]=1.[BH4-].[Na+], predict the reaction product. The product is: [OH:20][CH2:19][C@@H:13]1[C@@:12]([CH3:21])([C@H:11]2[CH2:10][CH2:9][C@@:8]3([CH3:22])[C@@H:4]([CH2:5][CH2:6][C:7]3=[CH2:23])[C@@H:3]2[CH2:2][NH:1][CH2:32][C:24]2[CH:29]=[CH:28][CH:27]=[C:26]([CH3:30])[CH:25]=2)[CH2:17][CH2:16][C@H:15]([OH:18])[CH2:14]1. (4) Given the reactants [Br:1][C:2]1[CH:7]=[CH:6][C:5]([CH2:8][OH:9])=[CH:4][C:3]=1[O:10][CH3:11].N1C=CN=C1.[C:17]([Si:21](Cl)([C:28]1C=CC=CC=1)[C:22]1C=CC=CC=1)([CH3:20])([CH3:19])[CH3:18].C(=O)(O)[O-].[Na+], predict the reaction product. The product is: [Br:1][C:2]1[CH:7]=[CH:6][C:5]([CH2:8][O:9][Si:21]([C:17]([CH3:20])([CH3:19])[CH3:18])([CH3:28])[CH3:22])=[CH:4][C:3]=1[O:10][CH3:11]. (5) Given the reactants [CH2:1]([C@H:4]([C:22]([O:24][C:25]([CH3:28])([CH3:27])[CH3:26])=[O:23])[CH2:5][C@@H:6]([C:15]([O:17][C:18]([CH3:21])([CH3:20])[CH3:19])=[O:16])[NH:7][C:8]([O:10][C:11]([CH3:14])([CH3:13])[CH3:12])=[O:9])[CH:2]=[CH2:3].[CH2:29]([O:36][C:37]1[CH:42]=[CH:41][C:40](I)=[CH:39][CH:38]=1)[C:30]1[CH:35]=[CH:34][CH:33]=[CH:32][CH:31]=1.C(N(CC)CC)C, predict the reaction product. The product is: [CH2:29]([O:36][C:37]1[CH:42]=[CH:41][C:40](/[CH:3]=[CH:2]/[CH2:1][C@H:4]([C:22]([O:24][C:25]([CH3:28])([CH3:27])[CH3:26])=[O:23])[CH2:5][C@@H:6]([C:15]([O:17][C:18]([CH3:21])([CH3:20])[CH3:19])=[O:16])[NH:7][C:8]([O:10][C:11]([CH3:14])([CH3:13])[CH3:12])=[O:9])=[CH:39][CH:38]=1)[C:30]1[CH:35]=[CH:34][CH:33]=[CH:32][CH:31]=1. (6) Given the reactants [CH:1]([C@H:4]1[C:20](=[O:21])[O:19][C@H:18]([CH:22]=[CH2:23])[CH2:17][C:16](=[O:24])[NH:15][CH2:14][C:13]2=[N:25][C:10](=[CH:11][S:12]2)[C:9](=[O:26])[NH:8][C:7]([CH3:28])([CH3:27])[C:6](=[O:29])[NH:5]1)([CH3:3])[CH3:2].[Br:30][CH2:31][CH2:32]C=C, predict the reaction product. The product is: [Br:30][CH2:31][CH2:32]/[CH:23]=[CH:22]/[C@@H:18]1[CH2:17][C:16](=[O:24])[NH:15][CH2:14][C:13]2=[N:25][C:10](=[CH:11][S:12]2)[C:9](=[O:26])[NH:8][C:7]([CH3:27])([CH3:28])[C:6](=[O:29])[NH:5][C@@H:4]([CH:1]([CH3:3])[CH3:2])[C:20](=[O:21])[O:19]1. (7) Given the reactants [NH2:1][C:2]1[CH:7]=[CH:6][C:5]([C@@H:8]2[CH2:14][C@@H:13]3[C@H:9]2[CH2:10][N:11]([C:15](=[O:18])[CH2:16][CH3:17])[CH2:12]3)=[CH:4][CH:3]=1.[CH:19]([C:22]1[CH:27]=[CH:26][C:25]([S:28](Cl)(=[O:30])=[O:29])=[CH:24][CH:23]=1)([CH3:21])[CH3:20].C(N(CC)CC)C, predict the reaction product. The product is: [CH:19]([C:22]1[CH:27]=[CH:26][C:25]([S:28]([NH:1][C:2]2[CH:3]=[CH:4][C:5]([C@@H:8]3[CH2:14][C@@H:13]4[C@H:9]3[CH2:10][N:11]([C:15](=[O:18])[CH2:16][CH3:17])[CH2:12]4)=[CH:6][CH:7]=2)(=[O:30])=[O:29])=[CH:24][CH:23]=1)([CH3:21])[CH3:20]. (8) Given the reactants [C:1]([C:5]1[CH:6]=[C:7]2[C:11](=[CH:12][CH:13]=1)[C:10](=O)[CH2:9][CH2:8]2)([CH3:4])([CH3:3])[CH3:2].Cl.[CH3:16][O:17][NH2:18], predict the reaction product. The product is: [CH3:16][O:17][N:18]=[C:10]1[C:11]2[C:7](=[CH:6][C:5]([C:1]([CH3:4])([CH3:3])[CH3:2])=[CH:13][CH:12]=2)[CH2:8][CH2:9]1.